Predict the reaction yield, written as a fraction of the theoretical maximum amount of product (1.0 means a 100% yield; for example, 0.34 means a 34% yield). From a dataset of Reaction yield outcomes from USPTO patents with 853,638 reactions. (1) The reactants are [F:1][C:2]1[CH:7]=[CH:6][C:5]([N:8]([CH:20]([CH3:22])[CH3:21])[CH2:9][CH2:10][CH2:11][C:12]2[CH:19]=[CH:18][C:15]([CH:16]=O)=[CH:14][CH:13]=2)=[CH:4][CH:3]=1.[CH3:23][C:24]1([CH3:31])[O:29][CH2:28][CH:27]([NH2:30])[CH2:26][O:25]1.FC1C=CC(N(CC2SC(C3C=CC(C=O)=CC=3)=CC=2)C(C)C)=CC=1.Cl.N(CC(O)=O)C. No catalyst specified. The product is [F:1][C:2]1[CH:7]=[CH:6][C:5]([N:8]([CH:20]([CH3:22])[CH3:21])[CH2:9][CH2:10][CH2:11][C:12]2[CH:19]=[CH:18][C:15]([CH2:16][NH:30][CH:27]3[CH2:28][O:29][C:24]([CH3:31])([CH3:23])[O:25][CH2:26]3)=[CH:14][CH:13]=2)=[CH:4][CH:3]=1. The yield is 0.480. (2) The reactants are Cl[C:2]1[CH:7]=[CH:6][C:5]([C:8]2[CH:13]=[CH:12][CH:11]=[CH:10][CH:9]=2)=[CH:4][CH:3]=1.[O:14]1[CH2:19]C[O:17][CH2:16][CH2:15]1.C(=O)([O-])[O-].[Cs+].[Cs+].C1(P(C2CCCCC2)C2C=CC=CC=2C2C(OC)=CC=CC=2OC)CCCCC1. The catalyst is C([O-])(=O)C.[Pd+2].C([O-])(=O)C.ClCCl.O. The product is [C:5]1([C:8]2[CH:13]=[CH:12][CH:11]=[CH:10][CH:9]=2)[CH:6]=[CH:7][C:2]([CH2:19][O:14][CH2:15][CH2:16][OH:17])=[CH:3][CH:4]=1. The yield is 0.380. (3) The reactants are [Br:1][C:2]1[C:3]([C:7]2[CH:12]=[CH:11][C:10]([F:13])=[CH:9][CH:8]=2)=[N:4][NH:5][CH:6]=1.[H-].[Na+].I[CH2:17][CH3:18].[C:19](O)(=O)[CH3:20]. The catalyst is CN(C)C=O.CO.O. The product is [Br:1][C:2]1[C:3]([C:7]2[CH:8]=[CH:9][C:10]([F:13])=[CH:11][CH:12]=2)=[N:4][N:5]([CH2:17][CH3:18])[CH:6]=1.[Br:1][C:2]1[CH:6]=[N:5][N:4]([CH2:19][CH3:20])[C:3]=1[C:7]1[CH:8]=[CH:9][C:10]([F:13])=[CH:11][CH:12]=1. The yield is 0.480. (4) The reactants are [N:1]12[CH2:8][CH2:7][CH:4]([CH2:5][CH2:6]1)[CH:3]([NH:9][C:10]([C:12]1[CH:13]=[CH:14][CH:15]=[C:16]3[O:20][C:19]([C:21]4[CH:26]=[CH:25][C:24](I)=[CH:23][CH:22]=4)=[N:18][C:17]=13)=[O:11])[CH2:2]2.[CH3:28][Si:29]([C:32]#[CH:33])([CH3:31])[CH3:30]. The catalyst is CN(C=O)C.C(N(CC)CC)C.[Cu]I.Cl[Pd](Cl)([P](C1C=CC=CC=1)(C1C=CC=CC=1)C1C=CC=CC=1)[P](C1C=CC=CC=1)(C1C=CC=CC=1)C1C=CC=CC=1. The product is [N:1]12[CH2:8][CH2:7][CH:4]([CH2:5][CH2:6]1)[CH:3]([NH:9][C:10]([C:12]1[CH:13]=[CH:14][CH:15]=[C:16]3[O:20][C:19]([C:21]4[CH:26]=[CH:25][C:24]([C:33]#[C:32][Si:29]([CH3:31])([CH3:30])[CH3:28])=[CH:23][CH:22]=4)=[N:18][C:17]=13)=[O:11])[CH2:2]2. The yield is 0.940.